From a dataset of Full USPTO retrosynthesis dataset with 1.9M reactions from patents (1976-2016). Predict the reactants needed to synthesize the given product. The reactants are: Cl.[F:2][CH2:3][CH2:4][CH2:5][NH2:6].CC1C=CC(S(O[CH2:18][CH:19]2[CH2:28][CH2:27][C:26]3[C:21](=[CH:22][C:23]([S:29]([CH3:32])(=[O:31])=[O:30])=[CH:24][CH:25]=3)[O:20]2)(=O)=O)=CC=1.FCCCN. Given the product [F:2][CH2:3][CH2:4][CH2:5][NH:6][CH2:18][CH:19]1[CH2:28][CH2:27][C:26]2[C:21](=[CH:22][C:23]([S:29]([CH3:32])(=[O:31])=[O:30])=[CH:24][CH:25]=2)[O:20]1, predict the reactants needed to synthesize it.